From a dataset of Peptide-MHC class I binding affinity with 185,985 pairs from IEDB/IMGT. Regression. Given a peptide amino acid sequence and an MHC pseudo amino acid sequence, predict their binding affinity value. This is MHC class I binding data. (1) The peptide sequence is SYLIRALTL. The MHC is HLA-B15:09 with pseudo-sequence HLA-B15:09. The binding affinity (normalized) is 0.233. (2) The peptide sequence is LLFFLALSI. The binding affinity (normalized) is 0.547. The MHC is HLA-B15:01 with pseudo-sequence HLA-B15:01. (3) The peptide sequence is PYLKATKQI. The MHC is HLA-A29:02 with pseudo-sequence HLA-A29:02. The binding affinity (normalized) is 0. (4) The peptide sequence is RAKWNDTL. The MHC is H-2-Kb with pseudo-sequence H-2-Kb. The binding affinity (normalized) is 0.0357. (5) The peptide sequence is ADMSKLISL. The MHC is HLA-B44:02 with pseudo-sequence HLA-B44:02. The binding affinity (normalized) is 0.0280.